This data is from Catalyst prediction with 721,799 reactions and 888 catalyst types from USPTO. The task is: Predict which catalyst facilitates the given reaction. (1) Reactant: CS(Cl)(=O)=O.[CH:6]1([C:12]2[O:13][C:14]3[CH:20]=[C:19]([C:21]([N:23]4[CH2:26][CH:25](O)[CH2:24]4)=[O:22])[CH:18]=[CH:17][C:15]=3[N:16]=2)[CH2:11][CH2:10][CH2:9][CH2:8][CH2:7]1.CCN(C(C)C)C(C)C.[N:37]1[CH:42]=[CH:41][CH:40]=[CH:39][C:38]=1[N:43]1[CH2:48][CH2:47][NH:46][CH2:45][CH2:44]1. Product: [CH:6]1([C:12]2[O:13][C:14]3[CH:20]=[C:19]([C:21]([N:23]4[CH2:26][CH:25]([N:46]5[CH2:47][CH2:48][N:43]([C:38]6[CH:39]=[CH:40][CH:41]=[CH:42][N:37]=6)[CH2:44][CH2:45]5)[CH2:24]4)=[O:22])[CH:18]=[CH:17][C:15]=3[N:16]=2)[CH2:11][CH2:10][CH2:9][CH2:8][CH2:7]1. The catalyst class is: 59. (2) Reactant: [O:1]=[S:2]1(=[O:23])[CH2:6][CH2:5][CH2:4][N:3]1[C:7]1[CH:12]=[CH:11][C:10]([C:13]23[CH2:21][CH:17]4[CH2:18][CH:19]([CH2:20]2)[C:15]([NH2:22])([CH2:16]4)[CH2:14]3)=[CH:9][CH:8]=1.C([O-])([O-])=O.[K+].[K+].Cl[CH2:31][C:32]([N:34]1[CH2:38][C@@H:37]([F:39])[CH2:36][C@H:35]1[C:40]#[N:41])=[O:33]. Product: [O:1]=[S:2]1(=[O:23])[CH2:6][CH2:5][CH2:4][N:3]1[C:7]1[CH:8]=[CH:9][C:10]([C:13]23[CH2:21][CH:17]4[CH2:16][C:15]([NH:22][CH2:31][C:32]([N:34]5[CH2:38][C@@H:37]([F:39])[CH2:36][C@H:35]5[C:40]#[N:41])=[O:33])([CH2:14]2)[CH:19]([CH2:18]4)[CH2:20]3)=[CH:11][CH:12]=1. The catalyst class is: 197. (3) The catalyst class is: 1. Product: [C:7]([O:6][C:5](=[O:11])[NH:4][CH2:3][CH2:2][NH:1][S:18]([C:16]1[S:17][C:13]([Cl:12])=[C:14]([N+:22]([O-:24])=[O:23])[CH:15]=1)(=[O:20])=[O:19])([CH3:8])([CH3:10])[CH3:9]. Reactant: [NH2:1][CH2:2][CH2:3][NH:4][C:5](=[O:11])[O:6][C:7]([CH3:10])([CH3:9])[CH3:8].[Cl:12][C:13]1[S:17][C:16]([S:18](Cl)(=[O:20])=[O:19])=[CH:15][C:14]=1[N+:22]([O-:24])=[O:23].C(N(CC)CC)C. (4) Reactant: [NH:1]([C:3]1[N:12]=[C:11]([C:13]([F:16])([F:15])[F:14])[CH:10]=[CH:9][C:4]=1[C:5]([O:7][CH3:8])=[O:6])[NH2:2].C(N(CC)CC)C.[CH3:24][O:25][CH2:26][C:27](Cl)=[O:28]. Product: [CH3:24][O:25][CH2:26][C:27]([NH:2][NH:1][C:3]1[N:12]=[C:11]([C:13]([F:16])([F:14])[F:15])[CH:10]=[CH:9][C:4]=1[C:5]([O:7][CH3:8])=[O:6])=[O:28]. The catalyst class is: 7. (5) Reactant: CN(C)C(N(C)C)=N.[C:9]([O:13][C:14]([CH:16](P(OC)(OC)=O)[C:17]([O:19][CH3:20])=[O:18])=[O:15])([CH3:12])([CH3:11])[CH3:10].[Cl:27][C:28]1[CH:35]=[CH:34][C:31]([CH:32]=O)=[CH:30][C:29]=1[F:36].O. Product: [C:9]([O:13][C:14](/[C:16](=[CH:32]\[C:31]1[CH:34]=[CH:35][C:28]([Cl:27])=[C:29]([F:36])[CH:30]=1)/[C:17]([O:19][CH3:20])=[O:18])=[O:15])([CH3:10])([CH3:11])[CH3:12]. The catalyst class is: 2. (6) Reactant: [CH3:1][N:2]([CH2:15][C:16]#[CH:17])[C:3](=[O:14])[O:4][CH2:5][C@H:6]([NH2:13])[C:7]1[CH:12]=[CH:11][CH:10]=[CH:9][CH:8]=1.CCN(CC)CC.[Cl:25][CH2:26][C:27](Cl)=[O:28]. Product: [CH3:1][N:2]([CH2:15][C:16]#[CH:17])[C:3](=[O:14])[O:4][CH2:5][C@H:6]([NH:13][C:27](=[O:28])[CH2:26][Cl:25])[C:7]1[CH:12]=[CH:11][CH:10]=[CH:9][CH:8]=1. The catalyst class is: 2. (7) Reactant: Br[C:2]1[CH:3]=[C:4]2[C:8](=[C:9]([C:11]([NH2:13])=[O:12])[CH:10]=1)[NH:7][CH:6]=[C:5]2[CH:14]1[CH2:19][CH:18]([CH3:20])[S:17](=[O:22])(=[O:21])[CH:16]([CH3:23])[CH2:15]1.[S:24]1[CH:28]=[CH:27][C:26](B(O)O)=[CH:25]1.C(=O)([O-])[O-].[K+].[K+]. Product: [CH3:20][CH:18]1[CH2:19][CH:14]([C:5]2[C:4]3[C:8](=[C:9]([C:11]([NH2:13])=[O:12])[CH:10]=[C:2]([C:26]4[CH:27]=[CH:28][S:24][CH:25]=4)[CH:3]=3)[NH:7][CH:6]=2)[CH2:15][CH:16]([CH3:23])[S:17]1(=[O:22])=[O:21]. The catalyst class is: 117.